Dataset: Reaction yield outcomes from USPTO patents with 853,638 reactions. Task: Predict the reaction yield, written as a fraction of the theoretical maximum amount of product (1.0 means a 100% yield; for example, 0.34 means a 34% yield). (1) The yield is 0.100. The catalyst is CCO. The product is [CH3:16][N:17]1[CH:21]=[C:20]([C:22]2[S:26][C:25]3=[N:27][CH:3]=[C:2]([CH2:5][C:6]4[CH:7]=[C:8]5[C:13](=[CH:14][CH:15]=4)[N:12]=[CH:11][CH:10]=[CH:9]5)[N:24]3[N:23]=2)[CH:19]=[N:18]1. The reactants are Cl[CH:2]([CH2:5][C:6]1[CH:7]=[C:8]2[C:13](=[CH:14][CH:15]=1)[N:12]=[CH:11][CH:10]=[CH:9]2)[CH:3]=O.[CH3:16][N:17]1[CH:21]=[C:20]([C:22]2[S:26][C:25]([NH2:27])=[N:24][N:23]=2)[CH:19]=[N:18]1. (2) The reactants are [C:1]([O:5][C:6]([C:8]1[CH:12]=[CH:11][S:10][C:9]=1[C:13]1[CH:18]=[CH:17][C:16]([C:19]2[CH:24]=[CH:23][C:22]([C:25]3([C:28]([O:30][CH2:31][CH3:32])=[O:29])[CH2:27][CH2:26]3)=[CH:21][CH:20]=2)=[CH:15][CH:14]=1)=[O:7])([CH3:4])([CH3:3])[CH3:2].O1CCCC1.C([N-]C(C)C)(C)C.[Li+].CCCCCC.C1C=CC(S(N(S(C2C=CC=CC=2)(=O)=O)[F:62])(=O)=O)=CC=1.[Cl-].[NH4+]. The catalyst is O1CCCC1. The product is [C:1]([O:5][C:6]([C:8]1[CH:12]=[C:11]([F:62])[S:10][C:9]=1[C:13]1[CH:18]=[CH:17][C:16]([C:19]2[CH:20]=[CH:21][C:22]([C:25]3([C:28]([O:30][CH2:31][CH3:32])=[O:29])[CH2:27][CH2:26]3)=[CH:23][CH:24]=2)=[CH:15][CH:14]=1)=[O:7])([CH3:4])([CH3:3])[CH3:2]. The yield is 0.480. (3) The reactants are Cl[C:2]1[N:6](C2CCCCO2)[C:5]2[CH:13]=[C:14]([Cl:18])[C:15]([Cl:17])=[CH:16][C:4]=2[N:3]=1.Cl.[CH3:20][S:21]([N:24]1[C:37]2[C:32](=[CH:33][CH:34]=[CH:35][CH:36]=2)[C:26]2([CH2:31][CH2:30][NH:29][CH2:28][CH2:27]2)[CH2:25]1)(=[O:23])=[O:22].C(=O)([O-])[O-].[Cs+].[Cs+].C12(CS(O)(=O)=O)C(C)(C)C(CC1)CC2=O. The catalyst is O1CCOCC1.O. The product is [Cl:17][C:15]1[C:14]([Cl:18])=[CH:13][C:5]2[N:6]=[C:2]([N:29]3[CH2:30][CH2:31][C:26]4([C:32]5[C:37](=[CH:36][CH:35]=[CH:34][CH:33]=5)[N:24]([S:21]([CH3:20])(=[O:22])=[O:23])[CH2:25]4)[CH2:27][CH2:28]3)[NH:3][C:4]=2[CH:16]=1. The yield is 0.340. (4) The reactants are [CH3:1][C:2]1[C:10]([O:11][C@H:12]2[CH2:17][CH2:16][C@H:15]([N:18]3[CH2:22][CH2:21][CH2:20][CH2:19]3)[CH2:14][CH2:13]2)=[CH:9][CH:8]=[C:7]2[C:3]=1[CH:4]=[N:5][N:6]2C1CCCCO1.Cl.O1CCOCC1. The catalyst is C(O)(C)C. The product is [CH3:1][C:2]1[C:10]([O:11][C@H:12]2[CH2:13][CH2:14][C@H:15]([N:18]3[CH2:22][CH2:21][CH2:20][CH2:19]3)[CH2:16][CH2:17]2)=[CH:9][CH:8]=[C:7]2[C:3]=1[CH:4]=[N:5][NH:6]2. The yield is 0.580. (5) The reactants are [CH2:1]([N:8]1[C:14](=[O:15])[C:13]2[CH:16]=[CH:17][CH:18]=[CH:19][C:12]=2[O:11][C:10]2[CH:20]=[CH:21][C:22]([CH:24]=[O:25])=[CH:23][C:9]1=2)[C:2]1[CH:7]=[CH:6][CH:5]=[CH:4][CH:3]=1.[Br-].[Mg+2].[Br-].[N+:29]([C:32]1[CH:50]=[CH:49][C:35]([CH2:36][O:37][C:38]([C:40]2[N:41]3[C@H:44]([S:45][CH:46]=2)[C@@H:43]([Br:47])[C:42]3=[O:48])=[O:39])=[CH:34][CH:33]=1)([O-:31])=[O:30].C(N(CC)CC)C.[C:58](OC(=O)C)(=[O:60])[CH3:59]. The catalyst is C(#N)C.CN(C1C=CN=CC=1)C.C1COCC1. The product is [N+:29]([C:32]1[CH:50]=[CH:49][C:35]([CH2:36][O:37][C:38]([C:40]2[N:41]3[CH:44]([S:45][CH:46]=2)[C:43]([CH:24]([O:25][C:58](=[O:60])[CH3:59])[C:22]2[CH:21]=[CH:20][C:10]4[O:11][C:12]5[CH:19]=[CH:18][CH:17]=[CH:16][C:13]=5[C:14](=[O:15])[N:8]([CH2:1][C:2]5[CH:3]=[CH:4][CH:5]=[CH:6][CH:7]=5)[C:9]=4[CH:23]=2)([Br:47])[C:42]3=[O:48])=[O:39])=[CH:34][CH:33]=1)([O-:31])=[O:30]. The yield is 0.410. (6) The reactants are C([O:4][CH2:5][C:6]1[CH:7]=[CH:8][C:9]2[N:33]3[C:34]([C:37]#[N:38])=[CH:35][CH:36]=[C:32]3[C:12]3([CH2:17][CH2:16][N:15]([C:18](=[O:31])[C:19]4[CH:24]=[CH:23][C:22]([S:25]([CH:28]([CH3:30])[CH3:29])(=[O:27])=[O:26])=[CH:21][CH:20]=4)[CH2:14][CH2:13]3)[O:11][C:10]=2[CH:39]=1)(=O)C.[Li+].[OH-].C1COCC1. The catalyst is CO. The product is [OH:4][CH2:5][C:6]1[CH:7]=[CH:8][C:9]2[N:33]3[C:34]([C:37]#[N:38])=[CH:35][CH:36]=[C:32]3[C:12]3([CH2:17][CH2:16][N:15]([C:18](=[O:31])[C:19]4[CH:20]=[CH:21][C:22]([S:25]([CH:28]([CH3:29])[CH3:30])(=[O:27])=[O:26])=[CH:23][CH:24]=4)[CH2:14][CH2:13]3)[O:11][C:10]=2[CH:39]=1. The yield is 0.750.